Dataset: Reaction yield outcomes from USPTO patents with 853,638 reactions. Task: Predict the reaction yield, written as a fraction of the theoretical maximum amount of product (1.0 means a 100% yield; for example, 0.34 means a 34% yield). (1) The reactants are [C:1]([N:8]1[CH2:12][CH2:11][CH2:10][CH2:9]1)([O:3][C:4]([CH3:7])([CH3:6])[CH3:5])=[O:2].CN(CCN(C)C)C.N[C@H](C(O)=O)C[SeH].[Li]CCCC.[CH3:33][C:34]1[C:38]([C:39]2[CH:40]=[C:41]([CH:58]=[O:59])[C:42]3[N:46]=[C:45]([O:47][CH2:48][CH3:49])[N:44](C(OC(C)(C)C)=O)[C:43]=3[CH:57]=2)=[C:37]([CH3:60])[O:36][N:35]=1. The catalyst is CC1OCCC1. The product is [CH3:33][C:34]1[C:38]([C:39]2[CH:40]=[C:41]([CH:58]([OH:59])[CH:12]3[CH2:11][CH2:10][CH2:9][N:8]3[C:1]([O:3][C:4]([CH3:7])([CH3:6])[CH3:5])=[O:2])[C:42]3[N:46]=[C:45]([O:47][CH2:48][CH3:49])[NH:44][C:43]=3[CH:57]=2)=[C:37]([CH3:60])[O:36][N:35]=1. The yield is 0.300. (2) The reactants are P(Cl)(Cl)([Cl:3])=O.[Cl:6][CH2:7][CH2:8][O:9][C:10]1[CH:19]=[C:18]([O:20][CH2:21][CH2:22][O:23][CH3:24])[CH:17]=[C:16]2[C:11]=1[C:12](=O)[NH:13][CH:14]=[N:15]2.C(N(CC)C(C)C)(C)C. The catalyst is ClCCCl. The product is [Cl:3][C:12]1[C:11]2[C:16](=[CH:17][C:18]([O:20][CH2:21][CH2:22][O:23][CH3:24])=[CH:19][C:10]=2[O:9][CH2:8][CH2:7][Cl:6])[N:15]=[CH:14][N:13]=1. The yield is 0.760. (3) The reactants are [CH2:1]([O:8][C:9]1[CH:10]=[C:11]2[N:21]([C:22](OC(C)(C)C)=[O:23])[CH2:20][CH:19]([CH2:29][Cl:30])[C:12]2=[C:13]2[C:18]=1[N:17]=[CH:16][CH:15]=[CH:14]2)[C:2]1[CH:7]=[CH:6][CH:5]=[CH:4][CH:3]=1.Cl.[CH3:32][O:33][C:34]1[CH:35]=[C:36]2[C:40](=[CH:41][CH:42]=1)[NH:39][C:38](C(O)=O)=[CH:37]2.CCN=C=NCCCN(C)C. The catalyst is O1CCOCC1.CC(N(C)C)=O. The product is [CH2:1]([O:8][C:9]1[CH:10]=[C:11]2[N:21]([C:22]([C:38]3[NH:39][C:40]4[C:36]([CH:37]=3)=[CH:35][C:34]([O:33][CH3:32])=[CH:42][CH:41]=4)=[O:23])[CH2:20][CH:19]([CH2:29][Cl:30])[C:12]2=[C:13]2[C:18]=1[N:17]=[CH:16][CH:15]=[CH:14]2)[C:2]1[CH:7]=[CH:6][CH:5]=[CH:4][CH:3]=1. The yield is 0.980. (4) The reactants are C([O:3][C:4](=[O:49])[CH2:5][CH2:6][CH2:7][O:8][C:9]1[CH:14]=[CH:13][CH:12]=[C:11]([CH2:15][CH2:16][CH2:17][CH2:18][CH2:19][CH2:20][O:21][C:22]2[CH:27]=[C:26]([C:28](=[O:32])[CH:29]([CH3:31])[CH3:30])[CH:25]=[C:24]([C:33]3[CH:41]=[CH:40][C:36]4[O:37][CH2:38][O:39][C:35]=4[CH:34]=3)[CH:23]=2)[C:10]=1[CH2:42][CH2:43][C:44]([O:46]CC)=[O:45])C.[OH-].[Na+].Cl. The catalyst is C(O)C.O. The product is [O:37]1[C:36]2[CH:40]=[CH:41][C:33]([C:24]3[CH:23]=[C:22]([CH:27]=[C:26]([C:28](=[O:32])[CH:29]([CH3:30])[CH3:31])[CH:25]=3)[O:21][CH2:20][CH2:19][CH2:18][CH2:17][CH2:16][CH2:15][C:11]3[C:10]([CH2:42][CH2:43][C:44]([OH:46])=[O:45])=[C:9]([CH:14]=[CH:13][CH:12]=3)[O:8][CH2:7][CH2:6][CH2:5][C:4]([OH:49])=[O:3])=[CH:34][C:35]=2[O:39][CH2:38]1. The yield is 0.290. (5) The reactants are [F:1][C:2]1[CH:7]=[CH:6][C:5]([S:8]([NH:11][CH2:12][CH2:13][CH2:14][NH:15][C:16](=[O:32])[C@@H:17]([NH:24]C(=O)OC(C)(C)C)[C:18]2[CH:23]=[CH:22][CH:21]=[CH:20][CH:19]=2)(=[O:10])=[O:9])=[C:4]([C:33]([F:36])([F:35])[F:34])[CH:3]=1.Cl. The catalyst is CO.O1CCOCC1. The product is [NH2:24][C@@H:17]([C:18]1[CH:23]=[CH:22][CH:21]=[CH:20][CH:19]=1)[C:16]([NH:15][CH2:14][CH2:13][CH2:12][NH:11][S:8]([C:5]1[CH:6]=[CH:7][C:2]([F:1])=[CH:3][C:4]=1[C:33]([F:35])([F:36])[F:34])(=[O:9])=[O:10])=[O:32]. The yield is 1.00.